From a dataset of Reaction yield outcomes from USPTO patents with 853,638 reactions. Predict the reaction yield, written as a fraction of the theoretical maximum amount of product (1.0 means a 100% yield; for example, 0.34 means a 34% yield). (1) The reactants are [CH3:1][C:2]1([CH3:18])[O:7][CH2:6][CH:5]([CH2:8][O:9][C:10]2[C:15]([CH3:16])=[CH:14][N:13]=[CH:12][C:11]=2[CH3:17])[CH2:4][O:3]1.[SH:19][C:20]1[NH:21][C:22]2[CH:28]=[CH:27][CH:26]=[CH:25][C:23]=2[N:24]=1.[OH-].[Na+].[CH3:31]O. No catalyst specified. The product is [CH3:1][C:2]1([CH3:18])[O:7][CH2:6][CH:5]([CH2:8][O:9][C:10]2[C:11]([CH3:17])=[CH:12][N:13]=[C:14]([CH2:31][S:19][C:20]3[NH:24][C:23]4[CH:25]=[CH:26][CH:27]=[CH:28][C:22]=4[N:21]=3)[C:15]=2[CH3:16])[CH2:4][O:3]1. The yield is 0.849. (2) The reactants are [CH3:1][C:2]1([CH3:16])[C:6]([CH3:8])([CH3:7])[O:5][B:4]([C:9]2[CH:15]=[CH:14][C:12]([NH2:13])=[CH:11][CH:10]=2)[O:3]1.CCN(CC)CC.[C:24](Cl)(=[O:29])[CH2:25][CH2:26][CH2:27][CH3:28]. The catalyst is C1COCC1.C(OCC)(=O)C. The product is [CH3:8][C:6]1([CH3:7])[C:2]([CH3:16])([CH3:1])[O:3][B:4]([C:9]2[CH:15]=[CH:14][C:12]([NH:13][C:24](=[O:29])[CH2:25][CH2:26][CH2:27][CH3:28])=[CH:11][CH:10]=2)[O:5]1. The yield is 0.750. (3) The reactants are [C-:1]#[N:2].[K+].[C:4]1([CH:14]=[O:15])[C:13]2[C:8](=[CH:9][CH:10]=[CH:11][CH:12]=2)[CH:7]=[CH:6][CH:5]=1.C(O)(=O)C. The catalyst is CCOCC. The product is [OH:15][CH:14]([C:4]1[C:13]2[C:8](=[CH:9][CH:10]=[CH:11][CH:12]=2)[CH:7]=[CH:6][CH:5]=1)[C:1]#[N:2]. The yield is 0.910.